This data is from Clinical trial toxicity outcomes and FDA approval status for drugs. The task is: Regression/Classification. Given a drug SMILES string, predict its toxicity properties. Task type varies by dataset: regression for continuous values (e.g., LD50, hERG inhibition percentage) or binary classification for toxic/non-toxic outcomes (e.g., AMES mutagenicity, cardiotoxicity, hepatotoxicity). Dataset: clintox. The result is 0 (passed clinical trial). The drug is CCCCCOC(=O)Nc1nc(=O)n([C@@H]2O[C@H](C)[C@@H](O)[C@H]2O)cc1F.